Task: Predict the reaction yield, written as a fraction of the theoretical maximum amount of product (1.0 means a 100% yield; for example, 0.34 means a 34% yield).. Dataset: Reaction yield outcomes from USPTO patents with 853,638 reactions (1) The reactants are C(O[C:4](=[O:21])[C:5](=[N:11][NH:12][C:13](=[O:20])[CH2:14][C:15]([O:17][CH2:18][CH3:19])=[O:16])[C:6]1[S:7][CH:8]=[CH:9][CH:10]=1)C.CC([O-])=O.[Na+]. The catalyst is CN(C=O)C. The product is [CH2:18]([O:17][C:15]([C:14]1[C:13](=[O:20])[NH:12][N:11]=[C:5]([C:6]2[S:7][CH:8]=[CH:9][CH:10]=2)[C:4]=1[OH:21])=[O:16])[CH3:19]. The yield is 0.800. (2) The reactants are [N:1]1([CH2:6][C:7]2[CH:8]=[C:9]([C:13]3[CH:17]=[C:16]([CH2:18][CH:19]([CH3:21])[CH3:20])[S:15][C:14]=3[S:22]([NH:25]C(C)(C)C)(=[O:24])=[O:23])[CH:10]=[CH:11][CH:12]=2)[CH:5]=[CH:4][N:3]=[CH:2]1.B(Cl)(Cl)Cl.N1(C2C=CC=CN=2)CCCC1.Cl[C:46]([O:48][CH2:49][CH2:50][CH2:51][CH3:52])=[O:47].C(O)(=O)CC(CC(O)=O)(C(O)=O)O. The catalyst is C(Cl)Cl. The product is [CH2:49]([O:48][C:46]([NH:25][S:22]([C:14]1[S:15][C:16]([CH2:18][CH:19]([CH3:20])[CH3:21])=[CH:17][C:13]=1[C:9]1[CH:10]=[CH:11][CH:12]=[C:7]([CH2:6][N:1]2[CH:5]=[CH:4][N:3]=[CH:2]2)[CH:8]=1)(=[O:23])=[O:24])=[O:47])[CH2:50][CH2:51][CH3:52]. The yield is 0.590. (3) The reactants are Cl[CH2:2][C:3]1[CH:8]=[CH:7][C:6]([CH:9]=[CH2:10])=[CH:5][CH:4]=1.[C:11]1(=[O:21])[NH:15][C:14](=[O:16])[C:13]2=[CH:17][CH:18]=[CH:19][CH:20]=[C:12]12.[K]. The catalyst is CN(C=O)C.O. The product is [CH:9]([C:6]1[CH:7]=[CH:8][C:3]([CH2:2][N:15]2[C:11](=[O:21])[C:12]3[C:13](=[CH:17][CH:18]=[CH:19][CH:20]=3)[C:14]2=[O:16])=[CH:4][CH:5]=1)=[CH2:10]. The yield is 0.460. (4) The reactants are C[O:2][C:3]1[CH:4]=[C:5]([C:9]2[O:13][C:12]([NH:14][C:15]3[CH:20]=[CH:19][C:18]([N:21]4[CH2:26][CH2:25][N:24]([CH3:27])[CH2:23][CH2:22]4)=[CH:17][CH:16]=3)=[N:11][CH:10]=2)[CH:6]=[CH:7][CH:8]=1.C(OCC)C. The catalyst is CO.[Pd]. The product is [CH3:27][N:24]1[CH2:23][CH2:22][N:21]([C:18]2[CH:19]=[CH:20][C:15]([NH:14][C:12]3[O:13][C:9]([C:5]4[CH:4]=[C:3]([OH:2])[CH:8]=[CH:7][CH:6]=4)=[CH:10][N:11]=3)=[CH:16][CH:17]=2)[CH2:26][CH2:25]1. The yield is 0.960. (5) The reactants are [CH3:1]COCC.C[Si](C=[N+]=[N-])(C)C.[Cl:13][C:14]1[N:22]=[C:21]([CH3:23])[CH:20]=[CH:19][C:15]=1[C:16]([OH:18])=[O:17].CC(O)=O. The catalyst is C1COCC1.CO. The product is [Cl:13][C:14]1[N:22]=[C:21]([CH3:23])[CH:20]=[CH:19][C:15]=1[C:16]([O:18][CH3:1])=[O:17]. The yield is 0.930. (6) The reactants are CC1(C)C(C)(C)OB(C2C=C(N3[C:23]4=N[C:25]5[CH:30]=[CH:29][CH:28]=[CH:27][C:26]=5[N:22]4[C:17]4[CH:18]=[CH:19][CH:20]=[CH:21][C:16]3=4)C=CC=2)O1. The catalyst is O1CCOCC1.[OH-].[Na+]. The product is [CH:28]1[C:29]2[NH:22][C:17]3[C:16](=[CH:21][CH:20]=[CH:19][CH:18]=3)[C:30]=2[CH:25]=[C:26]([N:22]2[C:17]3[CH:18]=[CH:19][CH:20]=[CH:21][C:16]=3[C:29]3[C:23]2=[CH:27][CH:26]=[CH:25][CH:30]=3)[CH:27]=1. The yield is 0.260. (7) The reactants are [C:1]([O:5][C:6](=[O:17])[CH2:7][C@@H:8]([CH2:15][OH:16])[CH2:9][C@H:10]([CH3:14])[CH2:11][CH2:12][CH3:13])([CH3:4])([CH3:3])[CH3:2].C(N(CC)CC)C.[S:25](Cl)([C:28]1[CH:34]=[CH:33][C:31]([CH3:32])=[CH:30][CH:29]=1)(=[O:27])=[O:26].Cl. The catalyst is C(Cl)Cl.CN(C1C=CN=CC=1)C. The product is [C:1]([O:5][C:6](=[O:17])[CH2:7][C@@H:8]([CH2:15][O:16][S:25]([C:28]1[CH:34]=[CH:33][C:31]([CH3:32])=[CH:30][CH:29]=1)(=[O:27])=[O:26])[CH2:9][C@H:10]([CH3:14])[CH2:11][CH2:12][CH3:13])([CH3:3])([CH3:2])[CH3:4]. The yield is 0.910. (8) The reactants are [Cl:1][C:2]1[CH:3]=[C:4]([NH:16][C:17]2[C:26]3[C:21](=[CH:22][C:23]([O:39][CH2:40][CH3:41])=[C:24]([NH:27][C:28](=[O:38])[CH2:29]P(OCC)(OCC)=O)[CH:25]=3)[N:20]=[CH:19][C:18]=2[C:42]#[N:43])[CH:5]=[CH:6][C:7]=1[O:8][CH2:9][C:10]1[CH:15]=[CH:14][CH:13]=[CH:12][N:11]=1.C[Si]([N-][Si](C)(C)C)(C)C.[Li+].C1(C)C=CC=CC=1.[CH3:61][N:62]1[CH2:66][CH2:65][CH2:64][CH:63]1[CH:67]=O. The catalyst is O1CCCC1. The product is [Cl:1][C:2]1[CH:3]=[C:4]([NH:16][C:17]2[C:26]3[C:21](=[CH:22][C:23]([O:39][CH2:40][CH3:41])=[C:24]([NH:27][C:28](=[O:38])/[CH:29]=[CH:67]/[CH:63]4[CH2:64][CH2:65][CH2:66][N:62]4[CH3:61])[CH:25]=3)[N:20]=[CH:19][C:18]=2[C:42]#[N:43])[CH:5]=[CH:6][C:7]=1[O:8][CH2:9][C:10]1[CH:15]=[CH:14][CH:13]=[CH:12][N:11]=1. The yield is 0.208. (9) The reactants are Br[C:2]1[CH:3]=[CH:4][C:5]([N+:8]([O-:10])=[O:9])=[N:6][CH:7]=1.[CH3:11][Si:12]([C:15]#[CH:16])([CH3:14])[CH3:13].C(N(CC)C(C)C)(C)C. The catalyst is CN1CCCC1=O.C1C=CC([P]([Pd]([P](C2C=CC=CC=2)(C2C=CC=CC=2)C2C=CC=CC=2)([P](C2C=CC=CC=2)(C2C=CC=CC=2)C2C=CC=CC=2)[P](C2C=CC=CC=2)(C2C=CC=CC=2)C2C=CC=CC=2)(C2C=CC=CC=2)C2C=CC=CC=2)=CC=1.[Cu]I. The product is [N+:8]([C:5]1[CH:4]=[CH:3][C:2]([C:16]#[C:15][Si:12]([CH3:14])([CH3:13])[CH3:11])=[CH:7][N:6]=1)([O-:10])=[O:9]. The yield is 0.450.